Dataset: Full USPTO retrosynthesis dataset with 1.9M reactions from patents (1976-2016). Task: Predict the reactants needed to synthesize the given product. (1) The reactants are: [C:1]([NH:4][CH:5]1[CH2:14][CH2:13][C:12]2[CH:11]=[C:10]([S:15](Cl)(=O)=O)[C:9]([O:19][CH3:20])=[CH:8][C:7]=2[CH2:6]1)(=[O:3])[CH3:2]. Given the product [SH:15][C:10]1[CH:11]=[C:12]2[C:7](=[CH:8][C:9]=1[O:19][CH3:20])[CH2:6][CH:5]([NH:4][C:1](=[O:3])[CH3:2])[CH2:14][CH2:13]2.[C:1]([NH:4][CH:5]1[CH2:14][CH2:13][C:12]2[CH:11]=[C:10]([S:15][S:15][C:10]3[CH:11]=[C:12]4[C:7](=[CH:8][C:9]=3[O:19][CH3:20])[CH2:6][CH:5]([NH:4][C:1](=[O:3])[CH3:2])[CH2:14][CH2:13]4)[C:9]([O:19][CH3:20])=[CH:8][C:7]=2[CH2:6]1)(=[O:3])[CH3:2], predict the reactants needed to synthesize it. (2) Given the product [Cl:23][C:24]1[CH:25]=[C:26]([CH:29]=[CH:30][C:31]=1[Cl:32])[CH2:27][NH:28][C:3]([C:5]1[N:6]=[C:7]2[CH:16]=[CH:15][C:14]([N:17]3[CH2:18][CH2:19][CH2:20][CH2:21][CH2:22]3)=[CH:13][N:8]2[C:9](=[O:12])[C:10]=1[OH:11])=[O:2], predict the reactants needed to synthesize it. The reactants are: C[O:2][C:3]([C:5]1[N:6]=[C:7]2[CH:16]=[CH:15][C:14]([N:17]3[CH2:22][CH2:21][CH2:20][CH2:19][CH2:18]3)=[CH:13][N:8]2[C:9](=[O:12])[C:10]=1[OH:11])=O.[Cl:23][C:24]1[CH:25]=[C:26]([CH:29]=[CH:30][C:31]=1[Cl:32])[CH2:27][NH2:28]. (3) Given the product [CH:1]1([NH:6][C:7]2[C:8]3[N:9]([C:13]([C:24]4[CH:29]=[CH:28][N:27]=[C:26]([NH:30][CH:31]5[CH2:35][CH2:34][CH2:33][CH2:32]5)[N:25]=4)=[C:14]([C:16]4[CH:17]=[C:18]([OH:22])[CH:19]=[CH:20][CH:21]=4)[N:15]=3)[CH:10]=[CH:11][CH:12]=2)[CH2:5][CH2:4][CH2:3][CH2:2]1, predict the reactants needed to synthesize it. The reactants are: [CH:1]1([NH:6][C:7]2[C:8]3[N:9]([C:13]([C:24]4[CH:29]=[CH:28][N:27]=[C:26]([NH:30][CH:31]5[CH2:35][CH2:34][CH2:33][CH2:32]5)[N:25]=4)=[C:14]([C:16]4[CH:21]=[CH:20][CH:19]=[C:18]([O:22]C)[CH:17]=4)[N:15]=3)[CH:10]=[CH:11][CH:12]=2)[CH2:5][CH2:4][CH2:3][CH2:2]1.B(Br)(Br)Br. (4) Given the product [CH3:1][CH:2]1[C:7]([CH3:19])([C:8]2[CH:13]=[CH:12][CH:11]=[C:10]([C:14]3[N:15]=[N:16][NH:17][CH:18]=3)[CH:9]=2)[CH2:6][CH2:5][N:4]([CH2:21][CH2:22][O:23][C:24]2[CH:29]=[CH:28][CH:27]=[CH:26][CH:25]=2)[CH2:3]1, predict the reactants needed to synthesize it. The reactants are: [CH3:1][CH:2]1[C:7]([CH3:19])([C:8]2[CH:13]=[CH:12][CH:11]=[C:10]([C:14]3[N:15]=[N:16][NH:17][CH:18]=3)[CH:9]=2)[CH2:6][CH2:5][NH:4][CH2:3]1.Br[CH2:21][CH2:22][O:23][C:24]1[CH:29]=[CH:28][CH:27]=[CH:26][CH:25]=1.C(=O)([O-])O.[Na+]. (5) Given the product [CH3:25][O:26][C:27]1[CH:28]=[C:29]2[C:33](=[C:34]([NH:36][S:37]([C:40]3[S:41][CH:42]=[CH:43][CH:44]=3)(=[O:39])=[O:38])[CH:35]=1)[NH:32][C:31]([C:45]([NH:24][CH2:23][CH2:22][S:21][C:2]([C:9]1[CH:14]=[CH:13][CH:12]=[CH:11][CH:10]=1)([C:15]1[CH:16]=[CH:17][CH:18]=[CH:19][CH:20]=1)[C:3]1[CH:8]=[CH:7][CH:6]=[CH:5][CH:4]=1)=[O:46])=[CH:30]2, predict the reactants needed to synthesize it. The reactants are: Cl.[C:2]([S:21][CH2:22][CH2:23][NH2:24])([C:15]1[CH:20]=[CH:19][CH:18]=[CH:17][CH:16]=1)([C:9]1[CH:14]=[CH:13][CH:12]=[CH:11][CH:10]=1)[C:3]1[CH:8]=[CH:7][CH:6]=[CH:5][CH:4]=1.[CH3:25][O:26][C:27]1[CH:28]=[C:29]2[C:33](=[C:34]([NH:36][S:37]([C:40]3[S:41][CH:42]=[CH:43][CH:44]=3)(=[O:39])=[O:38])[CH:35]=1)[NH:32][C:31]([C:45](O)=[O:46])=[CH:30]2.N1(O)C2C=CC=CC=2N=N1.Cl.CN(C)CCCN=C=NCC. (6) Given the product [C:34]([O:9][C:5]1[CH:4]=[C:3]([CH2:1][CH3:2])[CH:21]=[CH:20][C:6]=1[C:7]1([O:19][C:22](=[O:25])[CH3:23])[C:16](=[O:17])[C:15]2[C:10](=[CH:11][CH:12]=[CH:13][CH:14]=2)[C:8]1=[O:18])(=[O:35])[CH3:33], predict the reactants needed to synthesize it. The reactants are: [CH2:1]([C:3]1[CH:21]=[CH:20][C:6]2[C:7]3([OH:19])[C:16](=[O:17])[C:15]4[C:10](=[CH:11][CH:12]=[CH:13][CH:14]=4)[C:8]3([OH:18])[O:9][C:5]=2[CH:4]=1)[CH3:2].[C:22]([OH:25])(=O)[CH3:23].N1C=CC=CC=1.C1C[O:35][CH2:34][CH2:33]1. (7) Given the product [Br:11][C:7]1[CH:8]=[C:9]2[O:1][C:2](=[O:10])[NH:3][C:4]2=[N:5][CH:6]=1, predict the reactants needed to synthesize it. The reactants are: [O:1]1[C:9]2[C:4](=[N:5][CH:6]=[CH:7][CH:8]=2)[NH:3][C:2]1=[O:10].[Br:11]Br. (8) The reactants are: [C:1]([S:5]([C:8]1[C:9]2[S:16][CH:15]=[C:14]([CH:17]3[CH2:21][C@H:20]([OH:22])[C@H:19]([CH2:23][O:24][CH2:25][O:26][CH3:27])[CH2:18]3)[C:10]=2[N:11]=[CH:12][N:13]=1)(=[O:7])=[O:6])([CH3:4])([CH3:3])[CH3:2].[Si:28](OS(C(F)(F)F)(=O)=O)([C:31]([CH3:34])([CH3:33])[CH3:32])([CH3:30])[CH3:29].C(N(CC)CC)C. Given the product [C:31]([Si:28]([O:22][C@H:20]1[CH2:21][C@@H:17]([C:14]2[C:10]3[N:11]=[CH:12][N:13]=[C:8]([S:5]([C:1]([CH3:4])([CH3:3])[CH3:2])(=[O:6])=[O:7])[C:9]=3[S:16][CH:15]=2)[CH2:18][C@H:19]1[CH2:23][O:24][CH2:25][O:26][CH3:27])([CH3:30])[CH3:29])([CH3:34])([CH3:33])[CH3:32], predict the reactants needed to synthesize it. (9) Given the product [OH:20][CH:15]([C:12]1[CH:13]=[CH:14][C:9]([NH:8][C:5]2[N:4]=[CH:3][C:2]([N:26]([C:25]3[CH:28]=[CH:29][C:22]([F:21])=[CH:23][CH:24]=3)[CH3:27])=[CH:7][N:6]=2)=[CH:10][CH:11]=1)[C:16]([F:19])([F:18])[F:17], predict the reactants needed to synthesize it. The reactants are: Br[C:2]1[CH:3]=[N:4][C:5]([NH:8][C:9]2[CH:14]=[CH:13][C:12]([CH:15]([OH:20])[C:16]([F:19])([F:18])[F:17])=[CH:11][CH:10]=2)=[N:6][CH:7]=1.[F:21][C:22]1[CH:29]=[CH:28][C:25]([NH:26][CH3:27])=[CH:24][CH:23]=1.C1(P(C2CCCCC2)C2C=CC=CC=2C2C=CC=CC=2)CCCCC1.[Li+].C[Si]([N-][Si](C)(C)C)(C)C.